This data is from Reaction yield outcomes from USPTO patents with 853,638 reactions. The task is: Predict the reaction yield, written as a fraction of the theoretical maximum amount of product (1.0 means a 100% yield; for example, 0.34 means a 34% yield). The reactants are [Br:1][C:2]1[C:3](F)=[C:4]2[C:10]([NH:11][C:12](=[O:19])[C:13]3[CH:18]=[CH:17][CH:16]=[N:15][CH:14]=3)=[CH:9][NH:8][C:5]2=[N:6][CH:7]=1.[NH:21]1[CH2:26][CH2:25][CH2:24][CH:23]([NH:27][C:28](=[O:34])[O:29][C:30]([CH3:33])([CH3:32])[CH3:31])[CH2:22]1. The catalyst is CCCCO. The product is [Br:1][C:2]1[C:3]([N:21]2[CH2:26][CH2:25][CH2:24][CH:23]([NH:27][C:28](=[O:34])[O:29][C:30]([CH3:32])([CH3:31])[CH3:33])[CH2:22]2)=[C:4]2[C:10]([NH:11][C:12](=[O:19])[C:13]3[CH:18]=[CH:17][CH:16]=[N:15][CH:14]=3)=[CH:9][NH:8][C:5]2=[N:6][CH:7]=1. The yield is 0.320.